This data is from Full USPTO retrosynthesis dataset with 1.9M reactions from patents (1976-2016). The task is: Predict the reactants needed to synthesize the given product. The reactants are: [OH:1][CH2:2][CH2:3][CH2:4][N:5]1[C:13](=[O:14])[C:12]2[C:7](=[CH:8][CH:9]=[CH:10][CH:11]=2)[C:6]1=[O:15].CCN(CC)CC.[S:23](Cl)([C:26]1[CH:32]=[CH:31][C:29]([CH3:30])=[CH:28][CH:27]=1)(=[O:25])=[O:24]. Given the product [CH3:30][C:29]1[CH:31]=[CH:32][C:26]([S:23]([O:1][CH2:2][CH2:3][CH2:4][N:5]2[C:13](=[O:14])[C:12]3[C:7](=[CH:8][CH:9]=[CH:10][CH:11]=3)[C:6]2=[O:15])(=[O:25])=[O:24])=[CH:27][CH:28]=1, predict the reactants needed to synthesize it.